This data is from Full USPTO retrosynthesis dataset with 1.9M reactions from patents (1976-2016). The task is: Predict the reactants needed to synthesize the given product. (1) Given the product [O:1]=[C:2]1[O:6][C@H:5]([C:7]([NH:50][CH2:49][C:48]([O:47][C:43]([CH3:46])([CH3:45])[CH3:44])=[O:51])=[O:9])[CH2:4][CH2:3]1, predict the reactants needed to synthesize it. The reactants are: [O:1]=[C:2]1[O:6][C@H:5]([C:7]([OH:9])=O)[CH2:4][CH2:3]1.CN(C(ON1N=NC2C=CC=NC1=2)=[N+](C)C)C.F[P-](F)(F)(F)(F)F.CCN(C(C)C)C(C)C.[C:43]([O:47][C:48](=[O:51])[CH2:49][NH2:50])([CH3:46])([CH3:45])[CH3:44]. (2) Given the product [CH2:1]([C:5]1[CH:6]=[CH:7][C:8]([C:11]#[C:12][C:13]2[CH:38]=[CH:37][C:16]([CH2:17][N:18]([CH2:24][C:25]3[CH:36]=[CH:35][C:28]([O:29][CH2:30][C:31]([OH:33])=[O:32])=[CH:27][CH:26]=3)[S:19]([CH2:22][CH3:23])(=[O:20])=[O:21])=[CH:15][CH:14]=2)=[CH:9][CH:10]=1)[CH2:2][CH2:3][CH3:4], predict the reactants needed to synthesize it. The reactants are: [CH2:1]([C:5]1[CH:10]=[CH:9][C:8]([C:11]#[C:12][C:13]2[CH:38]=[CH:37][C:16]([CH2:17][N:18]([CH2:24][C:25]3[CH:36]=[CH:35][C:28]([O:29][CH2:30][C:31]([O:33]C)=[O:32])=[CH:27][CH:26]=3)[S:19]([CH2:22][CH3:23])(=[O:21])=[O:20])=[CH:15][CH:14]=2)=[CH:7][CH:6]=1)[CH2:2][CH2:3][CH3:4].[OH-].[Na+].Cl.